This data is from Full USPTO retrosynthesis dataset with 1.9M reactions from patents (1976-2016). The task is: Predict the reactants needed to synthesize the given product. (1) Given the product [CH2:21]([O:20][C:18]([C:2]1[CH:7]=[C:6]([CH2:8][C:9]([CH3:12])([CH3:11])[CH3:10])[N:5]=[CH:4][N:3]=1)=[CH2:19])[CH3:22], predict the reactants needed to synthesize it. The reactants are: Cl[C:2]1[CH:7]=[C:6]([CH2:8][C:9]([CH3:12])([CH3:11])[CH3:10])[N:5]=[CH:4][N:3]=1.C([Sn](CCCC)(CCCC)[C:18]([O:20][CH2:21][CH3:22])=[CH2:19])CCC.O.CCOC(C)=O. (2) Given the product [CH2:1]([O:3][CH2:4][CH2:5][O:6][C:7]1[C:8]([CH:13]=[O:15])=[N:9][CH:10]=[CH:11][CH:12]=1)[CH3:2], predict the reactants needed to synthesize it. The reactants are: [CH2:1]([O:3][CH2:4][CH2:5][O:6][C:7]1[C:8]([CH3:13])=[N:9][CH:10]=[CH:11][CH:12]=1)[CH3:2].[Se](=O)=[O:15].C(OCC)(=O)C. (3) Given the product [CH2:26]([C:30]1[CH:35]=[CH:34][C:33]([C:2]2[N:7]=[N:6][C:5]([CH2:8][N:9]3[CH:14]=[C:13]4[N:15]=[C:16]([C:18]5[CH:23]=[CH:22][CH:21]=[C:20]([F:24])[C:19]=5[F:25])[N:17]=[C:12]4[CH:11]=[N:10]3)=[CH:4][CH:3]=2)=[CH:32][CH:31]=1)[CH2:27][CH2:28][CH3:29], predict the reactants needed to synthesize it. The reactants are: Cl[C:2]1[N:7]=[N:6][C:5]([CH2:8][N:9]2[CH:14]=[C:13]3[N:15]=[C:16]([C:18]4[CH:23]=[CH:22][CH:21]=[C:20]([F:24])[C:19]=4[F:25])[N:17]=[C:12]3[CH:11]=[N:10]2)=[CH:4][CH:3]=1.[CH2:26]([C:30]1[CH:35]=[CH:34][C:33](B(O)O)=[CH:32][CH:31]=1)[CH2:27][CH2:28][CH3:29]. (4) Given the product [NH:15]1[CH2:14][CH:13]([O:12][C:11]2[CH:24]=[CH:25][C:8]([CH2:7][N:5]([CH3:6])[CH3:4])=[CH:9][C:10]=2[CH3:26])[CH2:16]1, predict the reactants needed to synthesize it. The reactants are: C(O)=O.[CH3:4][N:5]([CH2:7][C:8]1[CH:25]=[CH:24][C:11]([O:12][CH:13]2[CH2:16][N:15](C(OC(C)(C)C)=O)[CH2:14]2)=[C:10]([CH3:26])[CH:9]=1)[CH3:6]. (5) The reactants are: [S:1]1[CH:5]=[CH:4][CH:3]=[C:2]1[CH2:6][CH2:7][NH:8][CH:9]([C:12]1[CH:17]=[CH:16][CH:15]=[CH:14][C:13]=1[Cl:18])[C:10]#[N:11].[BrH:19]. Given the product [BrH:19].[S:1]1[CH:5]=[CH:4][CH:3]=[C:2]1[CH2:6][CH2:7][NH:8][CH:9]([C:12]1[CH:17]=[CH:16][CH:15]=[CH:14][C:13]=1[Cl:18])[C:10]#[N:11], predict the reactants needed to synthesize it. (6) The reactants are: FC(F)(F)C(O)=O.C([SiH](CC)CC)C.C1(C([O:28][C:29]([C:31]2[N:32]3[CH:35]([CH2:36][CH2:37][C:38]=2[S:39][C:40]2[S:41][C:42]([NH2:45])=[N:43][N:44]=2)[C@@H:34]([NH:46][C:47](=[O:77])/[C:48](/[C:70]2[N:71]=[C:72]([NH2:76])[S:73][C:74]=2[Cl:75])=[N:49]\[O:50]C(C2C=CC=CC=2)(C2C=CC=CC=2)C2C=CC=CC=2)[C:33]3=[O:78])=[O:30])C2C=CC=CC=2)C=CC=CC=1. Given the product [NH2:76][C:72]1[S:73][C:74]([Cl:75])=[C:70](/[C:48](=[N:49]/[OH:50])/[C:47]([NH:46][C@H:34]2[C:33](=[O:78])[N:32]3[CH:35]2[CH2:36][CH2:37][C:38]([S:39][C:40]2[S:41][C:42]([NH2:45])=[N:43][N:44]=2)=[C:31]3[C:29]([OH:30])=[O:28])=[O:77])[N:71]=1, predict the reactants needed to synthesize it. (7) Given the product [NH2:25][C:23]1[CH:22]=[CH:21][C:12]2[O:13][C:14]3[CH:20]=[CH:19][CH:18]=[CH:17][C:15]=3[C@@H:16]3[C@H:6]([NH:5][C:3](=[O:4])[C:2]([F:33])([F:34])[F:1])[CH2:7][CH2:8][CH2:9][N:10]3[C:11]=2[CH:24]=1, predict the reactants needed to synthesize it. The reactants are: [F:1][C:2]([F:34])([F:33])[C:3]([NH:5][C@H:6]1[C@@H:16]2[N:10]([C:11]3[CH:24]=[C:23]([NH:25]CC4C=CC=CC=4)[CH:22]=[CH:21][C:12]=3[O:13][C:14]3[CH:20]=[CH:19][CH:18]=[CH:17][C:15]=32)[CH2:9][CH2:8][CH2:7]1)=[O:4].Cl.O1CCOCC1. (8) The reactants are: [C:1]([C:3]1[CH:13]=[CH:12][C:6](C(NCC)=O)=[C:5]([C:14]([F:17])([F:16])[F:15])[CH:4]=1)#[N:2].C(Cl)(Cl)Cl.S(Cl)(Cl)=O. Given the product [F:15][C:14]([F:16])([F:17])[C:5]1[CH:4]=[C:3]([CH:13]=[CH:12][CH:6]=1)[C:1]#[N:2], predict the reactants needed to synthesize it.